From a dataset of Reaction yield outcomes from USPTO patents with 853,638 reactions. Predict the reaction yield, written as a fraction of the theoretical maximum amount of product (1.0 means a 100% yield; for example, 0.34 means a 34% yield). (1) The reactants are Cl.Cl[C:3]1[CH:8]=[CH:7][N:6]=[CH:5][CH:4]=1.[Br:9][C:10]1[CH:18]=[C:17]2[C:13]([CH:14]=[CH:15][NH:16]2)=[CH:12][CH:11]=1.C(=O)([O-])[O-].[Cs+].[Cs+]. The catalyst is CN(C=O)C. The product is [Br:9][C:10]1[CH:18]=[C:17]2[C:13]([CH:14]=[CH:15][N:16]2[C:3]2[CH:8]=[CH:7][N:6]=[CH:5][CH:4]=2)=[CH:12][CH:11]=1. The yield is 0.340. (2) The reactants are [O:1]1[CH2:6][C:5](=O)[NH:4][C:3]2[CH:8]=[CH:9][CH:10]=[CH:11][C:2]1=2.[H-].[Al+3].[Li+].[H-].[H-].[H-]. The catalyst is O1CCCC1.O.[OH-].[Na+]. The product is [O:1]1[CH2:6][CH2:5][NH:4][C:3]2[CH:8]=[CH:9][CH:10]=[CH:11][C:2]1=2. The yield is 0.790. (3) The reactants are C1(P(C2C=CC=CC=2)C2C=CC3C(=CC=CC=3)C=2C2C3C(=CC=CC=3)C=CC=2P(C2C=CC=CC=2)C2C=CC=CC=2)C=CC=CC=1.CC(C)([O-])C.[K+].[NH:53]1[CH2:58][CH2:57][O:56][CH2:55][CH2:54]1.Br[C:60]1[CH:66]=[C:65]([CH3:67])[C:63]([NH2:64])=[C:62]([CH3:68])[CH:61]=1. The catalyst is C1C=CC(/C=C/C(/C=C/C2C=CC=CC=2)=O)=CC=1.C1C=CC(/C=C/C(/C=C/C2C=CC=CC=2)=O)=CC=1.[Pd].C1(C)C=CC=CC=1. The product is [CH3:68][C:62]1[CH:61]=[C:60]([N:53]2[CH2:58][CH2:57][O:56][CH2:55][CH2:54]2)[CH:66]=[C:65]([CH3:67])[C:63]=1[NH2:64]. The yield is 0.410. (4) The reactants are [C:1]([C:4]1([C:11]([O:13][CH2:14][CH3:15])=[O:12])[CH2:9][CH2:8][C:7](=O)[CH2:6][CH2:5]1)(=[O:3])[CH3:2].CC1C=CC(S(O)(=O)=O)=CC=1.[CH2:27]([NH2:34])[C:28]1[CH:33]=[CH:32][CH:31]=[CH:30][CH:29]=1. The catalyst is C1(C)C=CC=CC=1.O. The product is [CH2:27]([NH:34][C:7]12[CH2:8][CH2:9][C:4]([C:11]([O:13][CH2:14][CH3:15])=[O:12])([CH2:5][CH2:6]1)[C:1](=[O:3])[CH2:2]2)[C:28]1[CH:33]=[CH:32][CH:31]=[CH:30][CH:29]=1. The yield is 0.200.